This data is from Reaction yield outcomes from USPTO patents with 853,638 reactions. The task is: Predict the reaction yield, written as a fraction of the theoretical maximum amount of product (1.0 means a 100% yield; for example, 0.34 means a 34% yield). (1) The reactants are O1CCCC1.[F:6][C:7]1[CH:16]=[C:15](F)[C:14]([F:18])=[CH:13][C:8]=1[C:9]([O:11][CH3:12])=[O:10].[CH2:19]([N:26]1[CH2:31][CH2:30][NH:29][CH2:28][CH2:27]1)[C:20]1[CH:25]=[CH:24][CH:23]=[CH:22][CH:21]=1. The catalyst is C(OCC)(=O)C. The product is [CH2:19]([N:26]1[CH2:31][CH2:30][N:29]([C:15]2[C:14]([F:18])=[CH:13][C:8]([C:9]([O:11][CH3:12])=[O:10])=[C:7]([F:6])[CH:16]=2)[CH2:28][CH2:27]1)[C:20]1[CH:21]=[CH:22][CH:23]=[CH:24][CH:25]=1. The yield is 0.340. (2) The reactants are [NH2:1][C:2]1[CH:7]=[CH:6][C:5]([O:8][CH3:9])=[CH:4][N:3]=1.[NH2:10][C:11]1[CH:16]=[CH:15][C:14](I)=[CH:13][N:12]=1.C[O-].[Na+]. The catalyst is CO.[Cu]. The product is [CH3:9][O:8][C:5]1[CH:6]=[CH:7][C:2]([NH:1][C:13]2[C:14]3[C:15](=[CH:4][CH:5]=[CH:6][CH:7]=3)[N:10]=[C:11]([CH3:16])[N:12]=2)=[N:3][CH:4]=1. The yield is 0.310.